Dataset: HIV replication inhibition screening data with 41,000+ compounds from the AIDS Antiviral Screen. Task: Binary Classification. Given a drug SMILES string, predict its activity (active/inactive) in a high-throughput screening assay against a specified biological target. (1) The result is 0 (inactive). The drug is CC1(C)C(=O)NC(=N)N1C(=O)OCc1ccccc1. (2) The drug is N#Cc1nn(C(N)=O)c(N)c1C#N. The result is 0 (inactive). (3) The compound is CCC(C=O)P1(=O)OC(C)(C)CN1C(C)(C)C. The result is 0 (inactive). (4) The drug is CC(C)(C)OC(=O)NC=C1C(=O)Oc2ccccc2C1=O. The result is 0 (inactive).